This data is from Full USPTO retrosynthesis dataset with 1.9M reactions from patents (1976-2016). The task is: Predict the reactants needed to synthesize the given product. The reactants are: [CH3:1][O:2][C:3](=[O:31])[C:4]1[CH:9]=[CH:8][C:7]([CH2:10][C:11]2([CH:21]3[CH2:26][CH2:25][CH:24]([C:27]([CH3:30])([CH3:29])[CH3:28])[CH2:23][CH2:22]3)C(=O)OC(C)(C)O[C:12]2=[O:20])=[CH:6][CH:5]=1.[Br:32][C:33]1[CH:39]=[CH:38][C:36]([NH2:37])=[CH:35][CH:34]=1.C(OCC)(=O)C.CCCCCC. Given the product [CH3:1][O:2][C:3](=[O:31])[C:4]1[CH:9]=[CH:8][C:7]([CH2:10][CH:11]([C:12](=[O:20])[NH:37][C:36]2[CH:38]=[CH:39][C:33]([Br:32])=[CH:34][CH:35]=2)[CH:21]2[CH2:22][CH2:23][CH:24]([C:27]([CH3:28])([CH3:29])[CH3:30])[CH2:25][CH2:26]2)=[CH:6][CH:5]=1, predict the reactants needed to synthesize it.